This data is from Full USPTO retrosynthesis dataset with 1.9M reactions from patents (1976-2016). The task is: Predict the reactants needed to synthesize the given product. (1) Given the product [CH3:14][C:11]1[CH:10]=[CH:9][C:8]([C:6]2[CH:7]=[C:2]([O:1][C:26]3[CH:31]=[CH:30][CH:29]=[CH:28][N:27]=3)[CH:3]=[C:4]([C:15]([O:17][CH3:18])=[O:16])[CH:5]=2)=[CH:13][CH:12]=1, predict the reactants needed to synthesize it. The reactants are: [OH:1][C:2]1[CH:3]=[C:4]([C:15]([O:17][CH3:18])=[O:16])[CH:5]=[C:6]([C:8]2[CH:13]=[CH:12][C:11]([CH3:14])=[CH:10][CH:9]=2)[CH:7]=1.C(=O)([O-])[O-].[K+].[K+].Br[C:26]1[CH:31]=[CH:30][CH:29]=[CH:28][N:27]=1.CS(C)=O. (2) Given the product [F:1][C:2]1[CH:3]=[CH:4][C:5]([CH2:6][NH:7][C:8]([C:10]2[C:15]([OH:16])=[C:14]([OH:24])[CH:13]=[C:12]([Br:26])[N:11]=2)=[O:9])=[CH:27][CH:28]=1, predict the reactants needed to synthesize it. The reactants are: [F:1][C:2]1[CH:28]=[CH:27][C:5]([CH2:6][NH:7][C:8]([C:10]2[C:15]([O:16]CC3C=CC=CC=3)=[C:14]([O:24]C)[CH:13]=[C:12]([Br:26])[N:11]=2)=[O:9])=[CH:4][CH:3]=1.C[Si](I)(C)C. (3) Given the product [I:1][C:2]1[CH:11]=[C:10]2[C:5]([CH:6]=[C:7]([C:16]([OH:18])=[O:17])[CH:8]([C:12]([F:14])([F:13])[F:15])[O:9]2)=[CH:4][CH:3]=1, predict the reactants needed to synthesize it. The reactants are: [I:1][C:2]1[CH:11]=[C:10]2[C:5]([CH:6]=[C:7]([C:16]([O:18]CC)=[O:17])[CH:8]([C:12]([F:15])([F:14])[F:13])[O:9]2)=[CH:4][CH:3]=1.[OH-].[Na+]. (4) Given the product [CH:22]1([O:1][N:2]2[C:7]([CH3:9])([CH3:8])[CH2:6][CH:5]([O:10][C:11](=[O:18])[C:12]3[CH:17]=[CH:16][CH:15]=[CH:14][CH:13]=3)[CH2:4][C:3]2([CH3:20])[CH3:19])[CH2:21][CH2:5][CH2:4][CH2:3][CH2:19]1, predict the reactants needed to synthesize it. The reactants are: [OH:1][N:2]1[C:7]([CH3:9])([CH3:8])[CH2:6][CH:5]([O:10][C:11](=[O:18])[C:12]2[CH:17]=[CH:16][CH:15]=[CH:14][CH:13]=2)[CH2:4][C:3]1([CH3:20])[CH3:19].[C:21](O)(=O)[CH3:22].OO.S([O-])([O-])=O.[Na+].[Na+].S(=O)(=O)(O)O.